Dataset: CYP1A2 inhibition data for predicting drug metabolism from PubChem BioAssay. Task: Regression/Classification. Given a drug SMILES string, predict its absorption, distribution, metabolism, or excretion properties. Task type varies by dataset: regression for continuous measurements (e.g., permeability, clearance, half-life) or binary classification for categorical outcomes (e.g., BBB penetration, CYP inhibition). Dataset: cyp1a2_veith. (1) The drug is C/C(=N\NC(=O)CSCc1ccc(Cl)cc1)c1ccc2c(c1)OCCO2. The result is 1 (inhibitor). (2) The drug is CCSc1nc2sc3c(c2c(=O)[nH]1)CC(C)(CC)OC3. The result is 0 (non-inhibitor). (3) The molecule is COc1ccc(OCC(=O)NNC(=O)c2ccc(-c3ccccc3)cc2)cc1. The result is 0 (non-inhibitor). (4) The molecule is Cc1ccccc1-c1cc(N2CCNCC2)ncn1. The result is 1 (inhibitor). (5) The drug is CC(=O)Nc1nnc(SCc2ccc(F)cc2)s1. The result is 1 (inhibitor).